Task: Predict which catalyst facilitates the given reaction.. Dataset: Catalyst prediction with 721,799 reactions and 888 catalyst types from USPTO (1) Reactant: [NH2:1][C:2]1[N:7]=[CH:6][C:5]([OH:8])=[CH:4][CH:3]=1.Br[CH:10]1[CH2:15][CH2:14][CH2:13][CH2:12][CH2:11]1.C([O-])([O-])=O.[K+].[K+]. Product: [CH:10]1([O:8][C:5]2[CH:4]=[CH:3][C:2]([NH2:1])=[N:7][CH:6]=2)[CH2:15][CH2:14][CH2:13][CH2:12][CH2:11]1. The catalyst class is: 9. (2) Reactant: [H-].[Na+].Cl.[CH2:4]([N:11]1[CH2:16][CH2:15][CH:14]([C:17]([O:19][CH2:20][CH3:21])=[O:18])[C:13](=O)[CH2:12]1)[C:5]1[CH:10]=[CH:9][CH:8]=[CH:7][CH:6]=1.[CH:23]1[CH:28]=[CH:27][C:26](N(S(C(F)(F)F)(=O)=O)S(C(F)(F)F)(=O)=O)=[CH:25][CH:24]=1. Product: [CH2:4]([N:11]1[CH2:12][C:13]([C:23]2[CH:28]=[CH:27][CH:26]=[CH:25][CH:24]=2)=[C:14]([C:17]([O:19][CH2:20][CH3:21])=[O:18])[CH2:15][CH2:16]1)[C:5]1[CH:10]=[CH:9][CH:8]=[CH:7][CH:6]=1. The catalyst class is: 3. (3) Reactant: [CH2:1]([O:3][C:4]([C:6]1([CH2:30][CH:31]=C)[CH2:11][CH2:10][CH:9]([O:12][Si:13]([C:26]([CH3:29])([CH3:28])[CH3:27])([C:20]2[CH:25]=[CH:24][CH:23]=[CH:22][CH:21]=2)[C:14]2[CH:19]=[CH:18][CH:17]=[CH:16][CH:15]=2)[CH2:8][CH2:7]1)=[O:5])C.C(OCC)(=[O:35])C. Product: [CH3:1][O:3][C:4]([C:6]1([CH2:30][CH:31]=[O:35])[CH2:7][CH2:8][CH:9]([O:12][Si:13]([C:26]([CH3:27])([CH3:28])[CH3:29])([C:14]2[CH:15]=[CH:16][CH:17]=[CH:18][CH:19]=2)[C:20]2[CH:21]=[CH:22][CH:23]=[CH:24][CH:25]=2)[CH2:10][CH2:11]1)=[O:5]. The catalyst class is: 378. (4) Reactant: C([O:4][C@@H:5]1[C@@H:10]([O:11]C(=O)C)[C@H:9]([C:15]2[CH:20]=[CH:19][C:18]([CH:21]3[CH2:23][CH2:22]3)=[C:17]([CH2:24][C:25]3[CH:34]=[CH:33][C:28]4[O:29][CH2:30][CH2:31][O:32][C:27]=4[CH:26]=3)[CH:16]=2)[O:8][CH:7]([S:35][CH3:36])[C@H:6]1[O:37]C(=O)C)(=O)C.[OH-].[Li+]. Product: [CH:21]1([C:18]2[CH:19]=[CH:20][C:15]([C@H:9]3[C@H:10]([OH:11])[C@@H:5]([OH:4])[C@H:6]([OH:37])[CH:7]([S:35][CH3:36])[O:8]3)=[CH:16][C:17]=2[CH2:24][C:25]2[CH:34]=[CH:33][C:28]3[O:29][CH2:30][CH2:31][O:32][C:27]=3[CH:26]=2)[CH2:23][CH2:22]1. The catalyst class is: 200.